From a dataset of Catalyst prediction with 721,799 reactions and 888 catalyst types from USPTO. Predict which catalyst facilitates the given reaction. (1) Reactant: [Li]CCCC.Br[C:7]1[CH:8]=[N:9][CH:10]=[CH:11][CH:12]=1.[CH2:13]1[O:23][C:16]2([CH2:21][CH2:20][C:19](=[O:22])[CH2:18][CH2:17]2)[O:15][CH2:14]1. Product: [CH2:14]1[O:15][C:16]2([CH2:21][CH2:20][C:19]([OH:22])([C:7]3[CH:8]=[N:9][CH:10]=[CH:11][CH:12]=3)[CH2:18][CH2:17]2)[O:23][CH2:13]1. The catalyst class is: 332. (2) Reactant: C(Cl)(=O)C(Cl)=O.[C:7]([Si:11]([CH3:20])([CH3:19])[O:12][CH2:13][C:14]([CH3:18])([CH3:17])[CH2:15][OH:16])([CH3:10])([CH3:9])[CH3:8].C(N(CC)CC)C. Product: [C:7]([Si:11]([CH3:20])([CH3:19])[O:12][CH2:13][C:14]([CH3:18])([CH3:17])[CH:15]=[O:16])([CH3:10])([CH3:9])[CH3:8]. The catalyst class is: 4. (3) Reactant: [H-].[Na+].[F:3][C:4]1[CH:9]=[C:8]([I:10])[CH:7]=[CH:6][C:5]=1[NH:11][C:12]1[C:21]2[C:20](=[O:22])[NH:19][CH:18]=[N:17][C:16]=2[N:15]([CH3:23])[C:14](=[O:24])[C:13]=1[CH3:25].Cl[CH2:27][C@H:28]1[CH2:32][O:31]C(C)(C)[O:29]1. Product: [OH:29][C@H:28]([CH2:32][OH:31])[CH2:27][N:19]1[C:20](=[O:22])[C:21]2[C:12]([NH:11][C:5]3[CH:6]=[CH:7][C:8]([I:10])=[CH:9][C:4]=3[F:3])=[C:13]([CH3:25])[C:14](=[O:24])[N:15]([CH3:23])[C:16]=2[N:17]=[CH:18]1. The catalyst class is: 3. (4) Reactant: [Cl:1][C:2]1[CH:3]=[C:4]([C:8]2[N:16]=[C:15]([C:17]3[NH:21][C:20](=[O:22])[O:19][N:18]=3)[N:14]=[C:13]3[C:9]=2[N:10]([CH2:31][C@H:32]2[CH2:37][CH2:36][C@H:35]([CH3:38])[CH2:34][CH2:33]2)[C:11]([C:23]([CH:25]2[CH2:30][CH2:29][O:28][CH2:27][CH2:26]2)=[O:24])=[N:12]3)[CH:5]=[CH:6][CH:7]=1.[CH3:39][Mg]Br. Product: [Cl:1][C:2]1[CH:3]=[C:4]([C:8]2[N:16]=[C:15]([C:17]3[NH:21][C:20](=[O:22])[O:19][N:18]=3)[N:14]=[C:13]3[C:9]=2[N:10]([CH2:31][C@H:32]2[CH2:37][CH2:36][C@H:35]([CH3:38])[CH2:34][CH2:33]2)[C:11]([C:23]([OH:24])([CH:25]2[CH2:26][CH2:27][O:28][CH2:29][CH2:30]2)[CH3:39])=[N:12]3)[CH:5]=[CH:6][CH:7]=1. The catalyst class is: 1. (5) Reactant: [CH3:1][C:2]1[N:3]=[C:4]([NH:25][CH3:26])[S:5][C:6]=1[C:7]1[CH:12]=[CH:11][N:10]=[C:9]([NH:13][C:14]2[CH:15]=[C:16]([CH:22]=[CH:23][CH:24]=2)[CH2:17][NH:18]C(=O)C)[N:8]=1.Cl.CO. Product: [NH2:18][CH2:17][C:16]1[CH:15]=[C:14]([NH:13][C:9]2[N:8]=[C:7]([C:6]3[S:5][C:4]([NH:25][CH3:26])=[N:3][C:2]=3[CH3:1])[CH:12]=[CH:11][N:10]=2)[CH:24]=[CH:23][CH:22]=1. The catalyst class is: 23.